Dataset: Forward reaction prediction with 1.9M reactions from USPTO patents (1976-2016). Task: Predict the product of the given reaction. (1) The product is: [I:1][C:2]1[CH:7]=[CH:6][N:5]=[C:4]([N:8]2[C:12]3[CH2:13][CH2:14][CH2:15][C:11]=3[C:10]([C:16]([NH2:20])=[O:18])=[N:9]2)[CH:3]=1. Given the reactants [I:1][C:2]1[CH:7]=[CH:6][N:5]=[C:4]([N:8]2[C:12]3[CH2:13][CH2:14][CH2:15][C:11]=3[C:10]([C:16]([OH:18])=O)=[N:9]2)[CH:3]=1.[Cl-].[NH4+:20], predict the reaction product. (2) The product is: [N:19]1([CH2:14][C:13]2[CH:12]=[C:11]([C:10]#[C:9][CH2:8][CH2:7][N:1]3[CH2:6][CH2:5][O:4][CH2:3][CH2:2]3)[CH:18]=[CH:17][CH:16]=2)[CH2:24][CH2:23][S:22][CH2:21][CH2:20]1. Given the reactants [N:1]1([CH2:7][CH2:8][C:9]#[C:10][C:11]2[CH:12]=[C:13]([CH:16]=[CH:17][CH:18]=2)[CH:14]=O)[CH2:6][CH2:5][O:4][CH2:3][CH2:2]1.[NH:19]1[CH2:24][CH2:23][S:22][CH2:21][CH2:20]1, predict the reaction product.